Dataset: Forward reaction prediction with 1.9M reactions from USPTO patents (1976-2016). Task: Predict the product of the given reaction. (1) The product is: [CH3:1][N:2]([CH2:13][C:14]1[N:18]([CH2:19][C:20]([OH:22])=[O:21])[C:17]2[CH:24]=[CH:25][CH:26]=[CH:27][C:16]=2[N:15]=1)[CH:3]1[C:12]2[N:11]=[CH:10][CH:9]=[CH:8][C:7]=2[CH2:6][CH2:5][CH2:4]1. Given the reactants [CH3:1][N:2]([CH2:13][C:14]1[N:18]([CH2:19][C:20]([O:22]C)=[O:21])[C:17]2[CH:24]=[CH:25][CH:26]=[CH:27][C:16]=2[N:15]=1)[CH:3]1[C:12]2[N:11]=[CH:10][CH:9]=[CH:8][C:7]=2[CH2:6][CH2:5][CH2:4]1.[Li+].[OH-].Cl, predict the reaction product. (2) Given the reactants CO[C:3]1[CH:8]=[CH:7][CH:6]=[CH:5][C:4]=1[S:9][CH2:10][CH2:11][CH2:12][N:13]([C@H:29]1[CH2:34][CH2:33][C@H:32]([CH3:35])[CH2:31][CH2:30]1)[C:14](=[O:28])[NH:15][C:16]1[S:17][C:18]([S:21][C:22]([CH3:27])([CH3:26])[C:23]([OH:25])=[O:24])=[CH:19][N:20]=1.[F:36][C:37]([F:47])([F:46])[O:38]C1C=CC(S)=CC=1, predict the reaction product. The product is: [CH3:26][C:22]([S:21][C:18]1[S:17][C:16]([NH:15][C:14]([N:13]([C@H:29]2[CH2:30][CH2:31][C@H:32]([CH3:35])[CH2:33][CH2:34]2)[CH2:12][CH2:11][CH2:10][S:9][C:4]2[CH:3]=[CH:8][C:7]([O:38][C:37]([F:47])([F:46])[F:36])=[CH:6][CH:5]=2)=[O:28])=[N:20][CH:19]=1)([CH3:27])[C:23]([OH:25])=[O:24].